This data is from Blood-brain barrier penetration binary classification data from Martins et al.. The task is: Regression/Classification. Given a drug SMILES string, predict its absorption, distribution, metabolism, or excretion properties. Task type varies by dataset: regression for continuous measurements (e.g., permeability, clearance, half-life) or binary classification for categorical outcomes (e.g., BBB penetration, CYP inhibition). Dataset: bbb_martins. (1) The molecule is CC1(C)S[C@@H]2[C@H](NC(=O)c3nc4ccccc4nc3C(=O)O)C(=O)N2[C@H]1C(=O)O. The result is 0 (does not penetrate BBB). (2) The compound is CC(=O)Nc1ccc(OC(=O)c2ccccc2O)cc1. The result is 1 (penetrates BBB).